This data is from hERG potassium channel inhibition data for cardiac toxicity prediction from Karim et al.. The task is: Regression/Classification. Given a drug SMILES string, predict its toxicity properties. Task type varies by dataset: regression for continuous values (e.g., LD50, hERG inhibition percentage) or binary classification for toxic/non-toxic outcomes (e.g., AMES mutagenicity, cardiotoxicity, hepatotoxicity). Dataset: herg_karim. (1) The drug is O=S(=O)(Nc1ccc([C@]23CNC[C@H]2C3)cc1)c1ccc(OC(F)(F)F)cc1. The result is 0 (non-blocker). (2) The compound is C(#Cc1cc(-c2n[nH]c3c2Cc2cc(CN4CCSC4)ccc2-3)cs1)COc1ccccc1. The result is 0 (non-blocker). (3) The drug is Cc1ncccc1N1CC2(CCC(c3nc4ccc(OC(F)(F)F)cc4[nH]3)CC2)OC1=O. The result is 0 (non-blocker). (4) The molecule is CCCCN1CCCC[C@@H]1C(=O)Nc1c(C)cccc1C.Cl. The result is 0 (non-blocker). (5) The molecule is CCN(C(=O)Cc1ccc(S(C)(=O)=O)cc1)C1CCN(CC[C@@H](c2cc(Cl)cc(Cl)c2)C2CCN(S(C)(=O)=O)CC2)CC1. The result is 1 (blocker). (6) The molecule is CN(CCN1CCN(c2ccc3c(c2)OCO3)C1=O)CC12CCC(CC1)C2(C)C. The result is 1 (blocker).